This data is from Peptide-MHC class II binding affinity with 134,281 pairs from IEDB. The task is: Regression. Given a peptide amino acid sequence and an MHC pseudo amino acid sequence, predict their binding affinity value. This is MHC class II binding data. (1) The peptide sequence is QFRRVKCKYPEGTKV. The MHC is DRB1_1001 with pseudo-sequence DRB1_1001. The binding affinity (normalized) is 0.255. (2) The peptide sequence is DNIFIPSVITKSGKK. The MHC is H-2-IAb with pseudo-sequence H-2-IAb. The binding affinity (normalized) is 0.464. (3) The peptide sequence is EKKYFAATQGEPLAA. The MHC is HLA-DQA10301-DQB10302 with pseudo-sequence HLA-DQA10301-DQB10302. The binding affinity (normalized) is 0.295.